This data is from Reaction yield outcomes from USPTO patents with 853,638 reactions. The task is: Predict the reaction yield, written as a fraction of the theoretical maximum amount of product (1.0 means a 100% yield; for example, 0.34 means a 34% yield). (1) The reactants are [NH2:1][C:2]1[CH:10]=[C:9]([O:11][CH3:12])[CH:8]=[CH:7][C:3]=1[C:4](O)=[O:5].Cl.C([N:16]=C=NCCCN(C)C)C.OC1C2N=NNC=2C=CC=1.CN1CCOCC1.[NH4+].[OH-]. The catalyst is C1COCC1. The product is [NH2:1][C:2]1[CH:10]=[C:9]([O:11][CH3:12])[CH:8]=[CH:7][C:3]=1[C:4]([NH2:16])=[O:5]. The yield is 0.910. (2) The reactants are Cl.[F:2][C:3]1[CH:4]=[C:5]2[C:10](=[C:11]([N:13]3[CH2:18][CH2:17][N:16]([CH3:19])[CH2:15][CH2:14]3)[CH:12]=1)[N:9]=[C:8]([C:20]([OH:22])=O)[CH:7]=[C:6]2[O:23][CH3:24].[O:25]1[CH2:30][CH2:29][N:28]([C:31]2[CH:37]=[CH:36][C:34]([NH2:35])=[CH:33][CH:32]=2)[CH2:27][CH2:26]1.CN(C(ON1N=NC2C=CC=CC1=2)=[N+](C)C)C.[B-](F)(F)(F)F.C1C=CC2N(O)N=NC=2C=1. The catalyst is CN(C=O)C. The product is [N:28]1([C:31]2[CH:32]=[CH:33][C:34]([NH:35][C:20]([C:8]3[CH:7]=[C:6]([O:23][CH3:24])[C:5]4[C:10](=[C:11]([N:13]5[CH2:18][CH2:17][N:16]([CH3:19])[CH2:15][CH2:14]5)[CH:12]=[C:3]([F:2])[CH:4]=4)[N:9]=3)=[O:22])=[CH:36][CH:37]=2)[CH2:27][CH2:26][O:25][CH2:30][CH2:29]1. The yield is 0.930. (3) The reactants are [CH3:1][C:2](=[CH:4][CH2:5][CH2:6][C@@H:7]([CH3:13])CCCCC)[CH3:3].C[C:15]([CH3:17])=[O:16].[OH:18]S(O)(=O)=O.O=[Cr](=O)=O.O.[O-]S([O-])(=O)=O.[Na+].[Na+]. The catalyst is CC(C)=O. The product is [CH3:1][C@@H:2]([CH2:4][CH2:5][CH2:6][CH2:7][CH3:13])[CH2:3][CH2:17][C:15]([OH:18])=[O:16]. The yield is 0.740. (4) The reactants are [CH:1]([NH:4][C:5]([C@@H:7]1[CH2:12][CH2:11][C@H:10]([N:13]2[C:21]3[CH:20]=[C:19]([O:22][CH2:23][CH2:24][N:25]4[CH2:30][CH2:29][CH2:28][CH2:27][CH2:26]4)[N:18]=[CH:17][C:16]=3[NH:15]/[C:14]/2=[N:31]\[C:32]([C:34]2[CH:35]=[CH:36][C:37]3[CH:41]=CS[C:38]=3[CH:42]=2)=[O:33])[CH2:9][CH2:8]1)=[O:6])([CH3:3])[CH3:2].C(C1C=CC(C(O)=O)=CC=1)#[N:44]. No catalyst specified. The product is [C:41]([C:37]1[CH:38]=[CH:42][C:34]([C:32](/[N:31]=[C:14]2/[N:13]([C@H:10]3[CH2:9][CH2:8][C@@H:7]([C:5](=[O:6])[NH:4][CH:1]([CH3:2])[CH3:3])[CH2:12][CH2:11]3)[C:21]3[CH:20]=[C:19]([O:22][CH2:23][CH2:24][N:25]4[CH2:26][CH2:27][CH2:28][CH2:29][CH2:30]4)[N:18]=[CH:17][C:16]=3[NH:15]/2)=[O:33])=[CH:35][CH:36]=1)#[N:44]. The yield is 0.346. (5) The reactants are [OH:1][C:2]1[CH:3]=[CH:4][C:5]2[C:6](=[O:17])[C:7]3[C:12]([O:13][C:14]=2[C:15]=1[OH:16])=[CH:11][CH:10]=[CH:9][CH:8]=3.C([O-])([O-])=O.[K+].[K+].[CH2:24](Br)[CH:25]=[CH2:26].Cl.[CH3:29][C:30]([CH3:32])=O. No catalyst specified. The product is [CH2:24]([O:1][C:2]1[CH:3]=[CH:4][C:5]2[C:6](=[O:17])[C:7]3[C:12]([O:13][C:14]=2[C:15]=1[O:16][CH2:32][CH:30]=[CH2:29])=[CH:11][CH:10]=[CH:9][CH:8]=3)[CH:25]=[CH2:26]. The yield is 1.00. (6) The reactants are [CH3:1][O:2][C:3]1[CH:4]=[C:5]([NH2:15])[CH:6]=[CH:7][C:8]=1[N:9]1[CH:13]=[C:12]([CH3:14])[N:11]=[CH:10]1.[C:16](N1C=CC=CC1=O)(N1C=CC=CC1=O)=[S:17]. The catalyst is ClCCl. The product is [N:15]([C:5]1[CH:6]=[CH:7][C:8]([N:9]2[CH:13]=[C:12]([CH3:14])[N:11]=[CH:10]2)=[C:3]([O:2][CH3:1])[CH:4]=1)=[C:16]=[S:17]. The yield is 0.940. (7) The reactants are [N+:1]([C:4]1[CH:5]=[C:6]2[C:11](=[C:12]([C:14]([OH:16])=[O:15])[CH:13]=1)[N:10]=[CH:9][NH:8][C:7]2=[O:17])([O-:3])=[O:2].S(=O)(=O)(O)O.[OH-].[Na+].[CH3:25]O. No catalyst specified. The product is [N+:1]([C:4]1[CH:5]=[C:6]2[C:11](=[C:12]([C:14]([O:16][CH3:25])=[O:15])[CH:13]=1)[N:10]=[CH:9][NH:8][C:7]2=[O:17])([O-:3])=[O:2]. The yield is 0.840.